This data is from Full USPTO retrosynthesis dataset with 1.9M reactions from patents (1976-2016). The task is: Predict the reactants needed to synthesize the given product. (1) Given the product [CH:1]([O:4][CH:5]([CH2:11][C:12]1[CH:17]=[CH:16][CH:15]=[C:14]([CH2:18][O:19][C:20]([NH:22][C:23]2[CH:24]=[CH:25][C:26]([C:29]([F:30])([F:31])[F:32])=[CH:27][CH:28]=2)=[O:21])[CH:13]=1)[C:6]([OH:8])=[O:7])([CH3:3])[CH3:2], predict the reactants needed to synthesize it. The reactants are: [CH:1]([O:4][CH:5]([CH2:11][C:12]1[CH:17]=[CH:16][CH:15]=[C:14]([CH2:18][O:19][C:20]([NH:22][C:23]2[CH:28]=[CH:27][C:26]([C:29]([F:32])([F:31])[F:30])=[CH:25][CH:24]=2)=[O:21])[CH:13]=1)[C:6]([O:8]CC)=[O:7])([CH3:3])[CH3:2].C(O)C.[OH-].[Na+].Cl. (2) Given the product [F:23][C:20]([F:21])([F:22])[C:17]1[N:16]=[C:15]([C:12]2[CH:11]=[CH:10][C:9]([NH2:6])=[CH:14][CH:13]=2)[NH:19][N:18]=1, predict the reactants needed to synthesize it. The reactants are: O.O.[Sn](Cl)Cl.[N+:6]([C:9]1[CH:14]=[CH:13][C:12]([C:15]2[NH:19][N:18]=[C:17]([C:20]([F:23])([F:22])[F:21])[N:16]=2)=[CH:11][CH:10]=1)([O-])=O.C(=O)(O)[O-].[Na+]. (3) Given the product [Cl:26][C:25]1[CH:24]=[CH:23][C:4]([O:5][CH:6]2[CH2:11][CH2:10][N:9]([S:12]([C:15]3[C:16]([CH3:22])=[N:17][N:18]([CH3:21])[C:19]=3[CH3:20])(=[O:14])=[O:13])[CH2:8][CH2:7]2)=[C:3]([CH:2]=1)[C:27]#[N:28], predict the reactants needed to synthesize it. The reactants are: Cl[C:2]1[CH:3]=[C:4]([CH:23]=[CH:24][C:25]=1[Cl:26])[O:5][CH:6]1[CH2:11][CH2:10][N:9]([S:12]([C:15]2[C:16]([CH3:22])=[N:17][N:18]([CH3:21])[C:19]=2[CH3:20])(=[O:14])=[O:13])[CH2:8][CH2:7]1.[CH3:27][N:28]1C(C)=C(S(Cl)(=O)=O)C(C)=N1.Cl.ClC1C=CC(OC2CCNCC2)=C(C=1)C#N. (4) Given the product [Cl:1][C:2]1[CH:7]=[CH:6][C:5]([C:12]2[N:17]=[C:16]([NH2:18])[N:15]=[C:14]([NH:19][CH:20]3[CH2:25][CH2:24][O:23][CH2:22][CH2:21]3)[CH:13]=2)=[CH:4][CH:3]=1, predict the reactants needed to synthesize it. The reactants are: [Cl:1][C:2]1[CH:7]=[CH:6][C:5](B(O)O)=[CH:4][CH:3]=1.Cl[C:12]1[N:17]=[C:16]([NH2:18])[N:15]=[C:14]([NH:19][CH:20]2[CH2:25][CH2:24][O:23][CH2:22][CH2:21]2)[CH:13]=1. (5) The reactants are: [CH3:1][CH:2]1[NH:7][CH2:6][C:5]2[N:8]=[N:9][N:10]([C:11]3[NH:15][N:14]=[CH:13][CH:12]=3)[C:4]=2[CH2:3]1.CCN(C(C)C)C(C)C.[Cl:25][C:26]1[C:34]([C:35]([F:38])([F:37])[F:36])=[N:33][CH:32]=[CH:31][C:27]=1[C:28](O)=[O:29].CN(C(ON1N=NC2C=CC=NC1=2)=[N+](C)C)C.F[P-](F)(F)(F)(F)F.C([O-])(O)=O.[Na+]. Given the product [Cl:25][C:26]1[C:34]([C:35]([F:37])([F:38])[F:36])=[N:33][CH:32]=[CH:31][C:27]=1[C:28]([N:7]1[C@@H:2]([CH3:1])[CH2:3][C:4]2[N:10]([C:11]3[CH:12]=[CH:13][NH:14][N:15]=3)[N:9]=[N:8][C:5]=2[CH2:6]1)=[O:29], predict the reactants needed to synthesize it. (6) The reactants are: [O:1]1[CH2:6][CH2:5][N:4]([C:7]2[C:8]([NH2:26])=[N:9][C:10]3[C:15]([CH:16]=2)=[CH:14][C:13](B2OC(C)(C)C(C)(C)O2)=[CH:12][CH:11]=3)[CH2:3][CH2:2]1.P([O-])([O-])([O-])=O.[K+].[K+].[K+].C1(P(C2CCCCC2)C2C=CC=CC=2C2C(C(C)C)=CC(C(C)C)=CC=2C(C)C)CCCCC1.Br[C:70]1[C:75]([CH3:76])=[CH:74][CH:73]=[CH:72][C:71]=1[C:77]1[O:78][C:79]([CH3:82])=[CH:80][N:81]=1. Given the product [CH3:76][C:75]1[CH:74]=[CH:73][CH:72]=[C:71]([C:77]2[O:78][C:79]([CH3:82])=[CH:80][N:81]=2)[C:70]=1[C:13]1[CH:14]=[C:15]2[C:10](=[CH:11][CH:12]=1)[N:9]=[C:8]([NH2:26])[C:7]([N:4]1[CH2:3][CH2:2][O:1][CH2:6][CH2:5]1)=[CH:16]2, predict the reactants needed to synthesize it.